Dataset: Forward reaction prediction with 1.9M reactions from USPTO patents (1976-2016). Task: Predict the product of the given reaction. (1) Given the reactants [CH2:1]([O:3][C:4](=[O:18])[C:5]1[CH:10]=[C:9]([C:11]([F:14])([F:13])[F:12])[C:8]([CH:15]=O)=[CH:7][C:6]=1[NH2:17])[CH3:2].[C:19]([O:23][C:24](=[O:31])[NH:25][C@@H:26]1[CH2:30][CH2:29][NH:28][CH2:27]1)([CH3:22])([CH3:21])[CH3:20], predict the reaction product. The product is: [CH2:1]([O:3][C:4](=[O:18])[C:5]1[CH:10]=[C:9]([C:11]([F:14])([F:13])[F:12])[C:8]([CH2:15][N:28]2[CH2:29][CH2:30][C@@H:26]([NH:25][C:24]([O:23][C:19]([CH3:22])([CH3:21])[CH3:20])=[O:31])[CH2:27]2)=[CH:7][C:6]=1[NH2:17])[CH3:2]. (2) Given the reactants [NH2:1][C@H:2]1[CH2:8][CH2:7][CH2:6][CH2:5][N:4]([C:9]([O:11][CH2:12][C:13]2[CH:18]=[CH:17][CH:16]=[CH:15][CH:14]=2)=[O:10])[CH2:3]1.C([O-])(O)=O.[Na+].[CH3:24][C:25]([O:28][C:29](O[C:29]([O:28][C:25]([CH3:27])([CH3:26])[CH3:24])=[O:30])=[O:30])([CH3:27])[CH3:26], predict the reaction product. The product is: [C:25]([O:28][C:29]([NH:1][C@H:2]1[CH2:8][CH2:7][CH2:6][CH2:5][N:4]([C:9]([O:11][CH2:12][C:13]2[CH:18]=[CH:17][CH:16]=[CH:15][CH:14]=2)=[O:10])[CH2:3]1)=[O:30])([CH3:27])([CH3:26])[CH3:24].